Dataset: Forward reaction prediction with 1.9M reactions from USPTO patents (1976-2016). Task: Predict the product of the given reaction. (1) Given the reactants [O:1]1[CH2:6][CH2:5][CH2:4][CH2:3][CH:2]1[N:7]1[CH:11]=[C:10](B2OC(C)(C)C(C)(C)O2)[CH:9]=[N:8]1.Br[C:22]1[CH:23]=[C:24]2[C:28](=[CH:29][CH:30]=1)[N:27]([CH2:31][CH:32]1[CH2:37][CH2:36][N:35]([C:38]([O:40][CH2:41][C:42]3[CH:47]=[CH:46][CH:45]=[CH:44][CH:43]=3)=[O:39])[CH2:34][CH2:33]1)[CH:26]=[CH:25]2.C(=O)([O-])[O-].[K+].[K+].ClCCl, predict the reaction product. The product is: [O:1]1[CH2:6][CH2:5][CH2:4][CH2:3][CH:2]1[N:7]1[CH:11]=[CH:10][C:9]([C:22]2[CH:23]=[C:24]3[C:28](=[CH:29][CH:30]=2)[N:27]([CH2:31][CH:32]2[CH2:33][CH2:34][N:35]([C:38]([O:40][CH2:41][C:42]4[CH:47]=[CH:46][CH:45]=[CH:44][CH:43]=4)=[O:39])[CH2:36][CH2:37]2)[CH:26]=[CH:25]3)=[N:8]1. (2) Given the reactants Br[C:2]1[CH:7]=[CH:6][C:5]([C:8]2[O:12][N:11]=[C:10]([CH3:13])[C:9]=2[CH:14]([OH:25])[CH2:15][S:16][C:17]2[CH:22]=[CH:21][CH:20]=[C:19]([O:23][CH3:24])[CH:18]=2)=[CH:4][CH:3]=1.CC1(C)C(C)(C)OB([C:34]2[CH:39]=[CH:38][C:37]([C:40]3([C:43]([NH:45][S:46]([CH3:49])(=[O:48])=[O:47])=[O:44])[CH2:42][CH2:41]3)=[CH:36][CH:35]=2)O1, predict the reaction product. The product is: [OH:25][CH:14]([C:9]1[C:10]([CH3:13])=[N:11][O:12][C:8]=1[C:5]1[CH:6]=[CH:7][C:2]([C:34]2[CH:35]=[CH:36][C:37]([C:40]3([C:43]([NH:45][S:46]([CH3:49])(=[O:48])=[O:47])=[O:44])[CH2:42][CH2:41]3)=[CH:38][CH:39]=2)=[CH:3][CH:4]=1)[CH2:15][S:16][C:17]1[CH:22]=[CH:21][CH:20]=[C:19]([O:23][CH3:24])[CH:18]=1. (3) Given the reactants [CH3:1][O:2][C:3]1[CH:4]=[C:5]([NH:11][CH2:12][CH2:13][C:14]2[CH:19]=[CH:18][C:17]([C:20]([F:23])([F:22])[F:21])=[CH:16][CH:15]=2)[CH:6]=[CH:7][C:8]=1[O:9][CH3:10].[OH:24][CH:25]([C:29]1[CH:34]=[CH:33][CH:32]=[CH:31][C:30]=1[O:35][CH3:36])[C:26](O)=[O:27].CN(C(ON1N=NC2C=CC=NC1=2)=[N+](C)C)C.F[P-](F)(F)(F)(F)F.C(N(C(C)C)C(C)C)C, predict the reaction product. The product is: [CH3:1][O:2][C:3]1[CH:4]=[C:5]([N:11]([CH2:12][CH2:13][C:14]2[CH:19]=[CH:18][C:17]([C:20]([F:22])([F:21])[F:23])=[CH:16][CH:15]=2)[C:26](=[O:27])[C@@H:25]([OH:24])[C:29]2[CH:34]=[CH:33][CH:32]=[CH:31][C:30]=2[O:35][CH3:36])[CH:6]=[CH:7][C:8]=1[O:9][CH3:10]. (4) Given the reactants [O:1]([C:13]1[CH:18]=[CH:17][CH:16]=[CH:15][C:14]=1[N+:19]([O-:21])=[O:20])[C@@H:2]1[O:10][C@H:9]([CH2:11][OH:12])[C@H:7]([OH:8])[C@H:5]([OH:6])[C@H:3]1[OH:4].[P:22](OC)([O:26]C)([O:24]C)=[O:23].O.P(Cl)(Cl)(Cl)=O.N, predict the reaction product. The product is: [P:22]([O:12][CH2:11][C@H:9]1[O:10][C@@H:2]([O:1][C:13]2[CH:18]=[CH:17][CH:16]=[CH:15][C:14]=2[N+:19]([O-:21])=[O:20])[C@H:3]([OH:4])[C@@H:5]([OH:6])[C@H:7]1[OH:8])([OH:26])([OH:24])=[O:23].